Dataset: Reaction yield outcomes from USPTO patents with 853,638 reactions. Task: Predict the reaction yield, written as a fraction of the theoretical maximum amount of product (1.0 means a 100% yield; for example, 0.34 means a 34% yield). (1) The reactants are [CH2:1]([O:8][CH2:9][C:10](=[O:12])[CH3:11])[C:2]1[CH:7]=[CH:6][CH:5]=[CH:4][CH:3]=1.[CH2:13](O)[CH2:14][OH:15].C(OCC)(OCC)OCC. The catalyst is O.C1(C)C=CC(S(O)(=O)=O)=CC=1.C(=O)([O-])O.[Na+]. The product is [CH2:1]([O:8][CH2:9][C:10]1([CH3:11])[O:15][CH2:14][CH2:13][O:12]1)[C:2]1[CH:7]=[CH:6][CH:5]=[CH:4][CH:3]=1. The yield is 0.905. (2) The catalyst is CO.[Ni]. The yield is 0.722. The reactants are C[O:2][C:3](=[O:12])[CH2:4][C@@H:5]([C:10]#[N:11])[CH2:6][CH:7]([CH3:9])[CH3:8].[OH-].[K+]. The product is [CH3:9][CH:7]([CH2:6][C@H:5]([CH2:10][NH2:11])[CH2:4][C:3]([OH:12])=[O:2])[CH3:8]. (3) The reactants are Cl[C:2]1[O:3][C:4]([CH2:14][CH2:15][CH2:16][O:17][C:18]2[CH:23]=[CH:22][CH:21]=[CH:20][C:19]=2[CH3:24])=[C:5]([C:7]2[CH:12]=[CH:11][C:10]([Cl:13])=[CH:9][CH:8]=2)[N:6]=1.[CH2:25]([C:27]1[NH:28][CH:29]=[CH:30][N:31]=1)[CH3:26].C(=O)([O-])[O-].[K+].[K+].CN(C)C=O. The catalyst is O. The product is [Cl:13][C:10]1[CH:11]=[CH:12][C:7]([C:5]2[N:6]=[C:2]([N:28]3[CH:29]=[CH:30][N:31]=[C:27]3[CH2:25][CH3:26])[O:3][C:4]=2[CH2:14][CH2:15][CH2:16][O:17][C:18]2[CH:23]=[CH:22][CH:21]=[CH:20][C:19]=2[CH3:24])=[CH:8][CH:9]=1. The yield is 0.380. (4) The reactants are [NH:1]1[C:9]2[C:4](=[N:5][CH:6]=[CH:7][C:8]=2[O:10][C:11]2[CH:16]=[CH:15][C:14]([NH2:17])=[CH:13][C:12]=2[F:18])[CH:3]=[CH:2]1.[C:19]1([CH2:25][C:26]([N:28]=[C:29]=[S:30])=[O:27])[CH:24]=[CH:23][CH:22]=[CH:21][CH:20]=1. The catalyst is C1COCC1. The product is [NH:1]1[C:9]2[C:4](=[N:5][CH:6]=[CH:7][C:8]=2[O:10][C:11]2[CH:16]=[CH:15][C:14]([NH:17][C:29]([NH:28][C:26](=[O:27])[CH2:25][C:19]3[CH:20]=[CH:21][CH:22]=[CH:23][CH:24]=3)=[S:30])=[CH:13][C:12]=2[F:18])[CH:3]=[CH:2]1. The yield is 0.400.